Predict the product of the given reaction. From a dataset of Forward reaction prediction with 1.9M reactions from USPTO patents (1976-2016). (1) The product is: [CH3:32][C:29]([CH3:30])([CH3:31])[CH2:28][O:27][C:25]([NH:24][C@@H:18]([CH2:17][C:14]1[CH:15]=[CH:16][C:8]2[O:7][C@@H:6]([CH2:5][CH2:4][C:1](=[O:2])[NH:33][C:34]3[NH:35][CH:36]=[CH:37][N:38]=3)[C:11](=[O:12])[NH:10][C:9]=2[CH:13]=1)[C:19]([O:21][CH2:22][CH3:23])=[O:20])=[O:26]. Given the reactants [C:1]([CH2:4][CH2:5][C@H:6]1[C:11](=[O:12])[NH:10][C:9]2[CH:13]=[C:14]([CH2:17][C@H:18]([NH:24][C:25]([O:27][CH2:28][C:29]([CH3:32])([CH3:31])[CH3:30])=[O:26])[C:19]([O:21][CH2:22][CH3:23])=[O:20])[CH:15]=[CH:16][C:8]=2[O:7]1)(O)=[O:2].[NH2:33][C:34]1[NH:35][CH:36]=[CH:37][N:38]=1.CN(C(ON1N=NC2C=CC=CC1=2)=[N+](C)C)C.[B-](F)(F)(F)F.C1C=CC2N(O)N=NC=2C=1.C(=O)([O-])[O-].[K+].[K+], predict the reaction product. (2) Given the reactants [Cl:1][CH2:2][CH2:3][O:4][C:5]1[CH:10]=[CH:9][CH:8]=[CH:7][C:6]=1[N+:11]([O-:13])=[O:12].Cl[CH2:15][S:16]([C:19]1[C:28]2[C:23](=[CH:24][CH:25]=[CH:26][CH:27]=2)[CH:22]=[CH:21][CH:20]=1)(=[O:18])=[O:17].CC(C)([O-])C.[K+].Cl, predict the reaction product. The product is: [Cl:1][CH2:2][CH2:3][O:4][C:5]1[C:6]([N+:11]([O-:13])=[O:12])=[C:7]([CH2:15][S:16]([C:19]2[C:28]3[C:23](=[CH:24][CH:25]=[CH:26][CH:27]=3)[CH:22]=[CH:21][CH:20]=2)(=[O:17])=[O:18])[CH:8]=[CH:9][CH:10]=1. (3) Given the reactants O[C:2]([CH2:6][CH2:7][CH:8]=[C:9]([CH2:11][CH2:12][CH:13]=[C:14]([CH3:16])[CH3:15])[CH3:10])([CH:4]=[CH2:5])[CH3:3].C(O)(=O)C.[C:21]1([P:27]([C:34]2[CH:39]=[CH:38][CH:37]=[CH:36][CH:35]=2)[C:28]2[CH:33]=[CH:32][CH:31]=[CH:30][CH:29]=2)[CH:26]=[CH:25][CH:24]=[CH:23][CH:22]=1.[Na+].[I-:41], predict the reaction product. The product is: [I-:41].[CH2:5]([P+:27]([C:28]1[CH:29]=[CH:30][CH:31]=[CH:32][CH:33]=1)([C:34]1[CH:39]=[CH:38][CH:37]=[CH:36][CH:35]=1)[C:21]1[CH:22]=[CH:23][CH:24]=[CH:25][CH:26]=1)[CH:4]=[C:2]([CH2:6][CH2:7][CH:8]=[C:9]([CH2:11][CH2:12][CH:13]=[C:14]([CH3:16])[CH3:15])[CH3:10])[CH3:3]. (4) Given the reactants [I:1]I.C1(P(C2C=CC=CC=2)C2C=CC=CC=2)C=CC=CC=1.N1C=CC=CC=1.OCCC1C=C2C(CCN(C(O)=O)C2)=CC=1.[C:44]([O:48][C:49]([N:51]1[CH2:60][CH2:59][C:58]2[C:53](=[CH:54][C:55]([CH2:61][CH2:62]O)=[CH:56][CH:57]=2)[CH2:52]1)=[O:50])([CH3:47])([CH3:46])[CH3:45], predict the reaction product. The product is: [C:44]([O:48][C:49]([N:51]1[CH2:60][CH2:59][C:58]2[C:53](=[CH:54][C:55]([CH2:61][CH2:62][I:1])=[CH:56][CH:57]=2)[CH2:52]1)=[O:50])([CH3:47])([CH3:46])[CH3:45]. (5) Given the reactants [Cl:1][C:2]1[C:11]([C:12]#[N:13])=[C:10]2[C:5]([C:6](=[O:20])[C:7]([C:17]([OH:19])=[O:18])=[CH:8][N:9]2[CH:14]2[CH2:16][CH2:15]2)=[CH:4][C:3]=1[F:21].[CH3:22][C@H:23]1[CH2:28][NH:27][CH2:26][C@@H:25]([CH3:29])[NH:24]1, predict the reaction product. The product is: [ClH:1].[C:12]([C:11]1[C:2]([N:27]2[CH2:26][CH:25]([CH3:29])[NH:24][CH:23]([CH3:22])[CH2:28]2)=[C:3]([F:21])[CH:4]=[C:5]2[C:10]=1[N:9]([CH:14]1[CH2:16][CH2:15]1)[CH:8]=[C:7]([C:17]([OH:19])=[O:18])[C:6]2=[O:20])#[N:13]. (6) Given the reactants Br[C:2]1[C:10]2[C:9]([Cl:11])=[N:8][CH:7]=[N:6][C:5]=2[NH:4][CH:3]=1.[Li][CH2:13][CH2:14][CH2:15]C.C(I)CCC, predict the reaction product. The product is: [Cl:11][C:9]1[C:10]2[C:2]([CH2:13][CH2:14][CH3:15])=[CH:3][NH:4][C:5]=2[N:6]=[CH:7][N:8]=1. (7) Given the reactants [C:1]([OH:8])(=O)/[CH:2]=[CH:3]/[CH:4]=[CH:5]/[CH3:6].ClC(OCC)=O.[CH2:15]([N:17](CC)CC)[CH3:16].C(N)C.[Cl-].[Na+], predict the reaction product. The product is: [CH2:15]([NH:17][C:1](=[O:8])/[CH:2]=[CH:3]/[CH:4]=[CH:5]/[CH3:6])[CH3:16]. (8) Given the reactants [C:1]([C:5]1[N:6]=[C:7]([N:16]2[CH2:20][CH2:19][C:18]([F:22])([F:21])[CH2:17]2)[C:8]2[N:13]=[N:12][N:11]([CH2:14][CH3:15])[C:9]=2[N:10]=1)([CH3:4])([CH3:3])[CH3:2].[C:23]([C:27]1[N:28]=[C:29](N2CCC(F)(F)C2)C2N=NNC=2N=1)(C)(C)[CH3:24].Cl.ClCC1C=NC=CC=1, predict the reaction product. The product is: [C:1]([C:5]1[N:6]=[C:7]([N:16]2[CH2:20][CH2:19][C:18]([F:21])([F:22])[CH2:17]2)[C:8]2[N:13]=[N:12][N:11]([CH2:14][C:15]3[CH:29]=[N:28][CH:27]=[CH:23][CH:24]=3)[C:9]=2[N:10]=1)([CH3:2])([CH3:3])[CH3:4]. (9) Given the reactants [Cl:1][C:2]1[CH:7]=[CH:6][CH:5]=[CH:4][C:3]=1[C:8]1[CH:13]=[CH:12][CH:11]=[CH:10][C:9]=1[CH2:14][C:15]#[N:16].[NH2:17][OH:18], predict the reaction product. The product is: [Cl:1][C:2]1[CH:7]=[CH:6][CH:5]=[CH:4][C:3]=1[C:8]1[CH:13]=[CH:12][CH:11]=[CH:10][C:9]=1[CH2:14][C:15]([NH:17][OH:18])=[NH:16].